From a dataset of Forward reaction prediction with 1.9M reactions from USPTO patents (1976-2016). Predict the product of the given reaction. (1) The product is: [C:1]([CH:5]1[CH2:6][CH2:7][CH:8]([CH:11]2[N:17]([C:24]([C:23]3[CH:27]=[CH:28][C:29]([F:31])=[CH:30][C:22]=3[F:21])=[O:25])[CH2:16][CH2:15][CH2:14][N:13]3[CH:18]=[CH:19][CH:20]=[C:12]23)[CH2:9][CH2:10]1)([CH3:4])([CH3:2])[CH3:3]. Given the reactants [C:1]([CH:5]1[CH2:10][CH2:9][CH:8]([CH:11]2[NH:17][CH2:16][CH2:15][CH2:14][N:13]3[CH:18]=[CH:19][CH:20]=[C:12]23)[CH2:7][CH2:6]1)([CH3:4])([CH3:3])[CH3:2].[F:21][C:22]1[CH:30]=[C:29]([F:31])[CH:28]=[CH:27][C:23]=1[C:24](Cl)=[O:25].C(N(CC)CC)C, predict the reaction product. (2) Given the reactants [Cl:1][C:2]1[N:7]=[C:6](Cl)[C:5]([F:9])=[CH:4][N:3]=1.[NH2:10][CH2:11][C@H:12]1[CH2:17][CH2:16][CH2:15][N:14]([C:18]([O:20][C:21]([CH3:24])([CH3:23])[CH3:22])=[O:19])[CH2:13]1.CCN(C(C)C)C(C)C, predict the reaction product. The product is: [Cl:1][C:2]1[N:7]=[C:6]([NH:10][CH2:11][C@H:12]2[CH2:17][CH2:16][CH2:15][N:14]([C:18]([O:20][C:21]([CH3:24])([CH3:23])[CH3:22])=[O:19])[CH2:13]2)[C:5]([F:9])=[CH:4][N:3]=1. (3) Given the reactants [CH2:1]([C:4]1[N:8]([CH2:9][C:10]2[CH:27]=[CH:26][C:13]3/[C:14](=C/C#N)/[C:15]4[CH:22]=[CH:21][CH:20]=[CH:19][C:16]=4[CH2:17][CH2:18][C:12]=3[CH:11]=2)[C:7]2[CH:28]=[CH:29][CH:30]=[CH:31][C:6]=2[N:5]=1)[CH2:2][CH3:3].[OH-:32].[Na+].Cl.[CH2:35]([OH:37])[CH3:36], predict the reaction product. The product is: [CH2:1]([C:4]1[N:8]([CH2:9][C:10]2[CH:27]=[CH:26][C:13]3/[C:14](=[CH:36]/[C:35]([OH:32])=[O:37])/[C:15]4[CH:22]=[CH:21][CH:20]=[CH:19][C:16]=4[CH2:17][CH2:18][C:12]=3[CH:11]=2)[C:7]2[CH:28]=[CH:29][CH:30]=[CH:31][C:6]=2[N:5]=1)[CH2:2][CH3:3]. (4) Given the reactants C(C1C(=O)C(Cl)=C(Cl)C(=O)C=1C#N)#N.[C:15]([Si:19]([CH3:32])([CH3:31])[N:20]1[C:24]2=[N:25][CH:26]=[C:27]([CH2:29][OH:30])[CH:28]=[C:23]2[CH2:22][CH2:21]1)([CH3:18])([CH3:17])[CH3:16], predict the reaction product. The product is: [C:15]([Si:19]([CH3:32])([CH3:31])[N:20]1[C:24]2=[N:25][CH:26]=[C:27]([CH2:29][OH:30])[CH:28]=[C:23]2[CH:22]=[CH:21]1)([CH3:18])([CH3:17])[CH3:16]. (5) Given the reactants C(N(C(C)C)CC)(C)C.[NH2:10][C@H:11]([C:32]([O:34][CH3:35])=[O:33])[CH2:12][N:13]1[C:17](=[O:18])[C:16]2([CH2:23][CH2:22][N:21]([C:24]([O:26][C:27]([CH3:30])([CH3:29])[CH3:28])=[O:25])[CH2:20][CH2:19]2)[NH:15][C:14]1=[O:31].[CH2:36]([O:43][C:44](ON1C(=O)CCC1=O)=[O:45])[C:37]1[CH:42]=[CH:41][CH:40]=[CH:39][CH:38]=1, predict the reaction product. The product is: [CH2:36]([O:43][C:44]([NH:10][C@H:11]([C:32]([O:34][CH3:35])=[O:33])[CH2:12][N:13]1[C:17](=[O:18])[C:16]2([CH2:23][CH2:22][N:21]([C:24]([O:26][C:27]([CH3:30])([CH3:29])[CH3:28])=[O:25])[CH2:20][CH2:19]2)[NH:15][C:14]1=[O:31])=[O:45])[C:37]1[CH:42]=[CH:41][CH:40]=[CH:39][CH:38]=1. (6) The product is: [Cl:1][C:2]1[CH:7]=[CH:6][N:5]=[C:4]([C:8]2([CH3:9])[O:13][CH2:12][CH2:11][O:10]2)[CH:3]=1. Given the reactants [Cl:1][C:2]1[CH:7]=[CH:6][N:5]=[C:4]([C:8](=[O:10])[CH3:9])[CH:3]=1.[CH2:11](O)[CH2:12][OH:13].C1(C)C=CC(S(O)(=O)=O)=CC=1, predict the reaction product.